This data is from Forward reaction prediction with 1.9M reactions from USPTO patents (1976-2016). The task is: Predict the product of the given reaction. (1) Given the reactants Br[C:2]1[N:11]=[C:5]2[CH:6]=[C:7]([Br:10])[CH:8]=[CH:9][N:4]2[N:3]=1.[CH3:12][NH:13][CH3:14], predict the reaction product. The product is: [Br:10][C:7]1[CH:8]=[CH:9][N:4]2[N:3]=[C:2]([N:13]([CH3:14])[CH3:12])[N:11]=[C:5]2[CH:6]=1. (2) Given the reactants [CH3:1][N:2]1[C:6]([C:7]2[NH:8][CH:9]=[CH:10][CH:11]=2)=[N:5][N:4]=[C:3]1[SH:12].[Cl:13][CH2:14][CH2:15][CH2:16][N:17]1[CH2:25][C:24]2[C:19](=[CH:20][CH:21]=[C:22]([C:26](=[O:29])[CH2:27][CH3:28])[CH:23]=2)[CH2:18]1, predict the reaction product. The product is: [ClH:13].[CH3:1][N:2]1[C:6]([C:7]2[NH:8][CH:9]=[CH:10][CH:11]=2)=[N:5][N:4]=[C:3]1[S:12][CH2:14][CH2:15][CH2:16][N:17]1[CH2:25][C:24]2[C:19](=[CH:20][CH:21]=[C:22]([C:26](=[O:29])[CH2:27][CH3:28])[CH:23]=2)[CH2:18]1. (3) Given the reactants COC([C:5]1[NH:6][CH:7]=[C:8]([Br:10])[CH:9]=1)=O.[C:11](=[O:14])([O-])[O-:12].[Cs+].[Cs+].F[C:18]1[CH:23]=[CH:22][CH:21]=[CH:20][C:19]=1[N+:24]([O-:26])=[O:25].[CH3:27]N(C=O)C, predict the reaction product. The product is: [CH3:27][O:12][C:11]([C:7]1[N:6]([C:18]2[CH:23]=[CH:22][CH:21]=[CH:20][C:19]=2[N+:24]([O-:26])=[O:25])[CH:5]=[CH:9][C:8]=1[Br:10])=[O:14]. (4) Given the reactants O.Cl.C([N:10]1[CH2:15][CH2:14][CH2:13][C:12](=[O:16])[CH2:11]1)C1C=CC=CC=1.[H][H].[C:30]([O:29][C:27](O[C:27]([O:29][C:30]([CH3:33])([CH3:32])[CH3:31])=[O:28])=[O:28])([CH3:33])([CH3:32])[CH3:31].C(=O)(O)[O-].[Na+], predict the reaction product. The product is: [O:16]=[C:12]1[CH2:13][CH2:14][CH2:15][N:10]([C:27]([O:29][C:30]([CH3:31])([CH3:32])[CH3:33])=[O:28])[CH2:11]1. (5) The product is: [NH2:1][C:4]1[CH:5]=[CH:6][C:7]2[CH:11]=[C:10]([C:12]([O:14][CH3:15])=[O:13])[S:9][C:8]=2[CH:16]=1. Given the reactants [N+:1]([C:4]1[CH:5]=[CH:6][C:7]2[CH:11]=[C:10]([C:12]([O:14][CH3:15])=[O:13])[S:9][C:8]=2[CH:16]=1)([O-])=O.[NH4+].[Cl-], predict the reaction product. (6) Given the reactants [C:1]([C:5]1[CH:10]=[CH:9][C:8]([C:11]2[CH:12]=[C:13]3[C:17](=[CH:18][CH:19]=2)[N:16]([C:20]2[CH:25]=[CH:24][C:23]([O:26][CH:27]4[CH2:31][CH2:30][CH2:29][CH2:28]4)=[CH:22][CH:21]=2)[C:15]([C:32](Cl)=[O:33])=[CH:14]3)=[CH:7][CH:6]=1)([CH3:4])([CH3:3])[CH3:2].[NH2:35][C:36]1[CH:40]=[C:39]([CH3:41])[O:38][N:37]=1, predict the reaction product. The product is: [CH3:41][C:39]1[O:38][N:37]=[C:36]([NH:35][C:32]([C:15]2[N:16]([C:20]3[CH:25]=[CH:24][C:23]([O:26][CH:27]4[CH2:28][CH2:29][CH2:30][CH2:31]4)=[CH:22][CH:21]=3)[C:17]3[C:13]([CH:14]=2)=[CH:12][C:11]([C:8]2[CH:9]=[CH:10][C:5]([C:1]([CH3:2])([CH3:3])[CH3:4])=[CH:6][CH:7]=2)=[CH:19][CH:18]=3)=[O:33])[CH:40]=1. (7) Given the reactants [CH:1]1([N:5]([CH3:28])[C:6](=[O:27])[C:7]2[CH:12]=[C:11]([O:13][C:14]3[C:19]([Cl:20])=[CH:18][C:17]([CH2:21]OC)=[CH:16][C:15]=3[Cl:24])[CH:10]=[CH:9][C:8]=2[O:25]C)[CH2:4][CH2:3][CH2:2]1.B(Br)(Br)[Br:30], predict the reaction product. The product is: [Br:30][CH2:21][C:17]1[CH:18]=[C:19]([Cl:20])[C:14]([O:13][C:11]2[CH:10]=[CH:9][C:8]([OH:25])=[C:7]([CH:12]=2)[C:6]([N:5]([CH:1]2[CH2:4][CH2:3][CH2:2]2)[CH3:28])=[O:27])=[C:15]([Cl:24])[CH:16]=1. (8) Given the reactants [O:1]=[C:2]1[NH:6][C:5]([C:7]([OH:9])=O)=[CH:4][O:3]1.[CH3:10][NH:11][CH2:12][CH2:13][CH:14]1[CH2:19][CH2:18][N:17]([C:20]([O:22][CH2:23][C:24]2[CH:29]=[C:28]([Cl:30])[CH:27]=[C:26]([Cl:31])[CH:25]=2)=[O:21])[CH2:16][CH2:15]1, predict the reaction product. The product is: [CH3:10][N:11]([CH2:12][CH2:13][CH:14]1[CH2:15][CH2:16][N:17]([C:20]([O:22][CH2:23][C:24]2[CH:25]=[C:26]([Cl:31])[CH:27]=[C:28]([Cl:30])[CH:29]=2)=[O:21])[CH2:18][CH2:19]1)[C:7]([C:5]1[NH:6][C:2](=[O:1])[O:3][CH:4]=1)=[O:9].